From a dataset of Forward reaction prediction with 1.9M reactions from USPTO patents (1976-2016). Predict the product of the given reaction. (1) Given the reactants [N+:1]([C:4]1[CH:5]=[C:6]([CH:15]=[CH:16][CH:17]=1)[CH2:7][N:8]([CH2:12][CH2:13][CH3:14])[CH2:9][CH2:10][CH3:11])([O-])=O.O.NN, predict the reaction product. The product is: [CH2:9]([N:8]([CH2:7][C:6]1[CH:5]=[C:4]([CH:17]=[CH:16][CH:15]=1)[NH2:1])[CH2:12][CH2:13][CH3:14])[CH2:10][CH3:11]. (2) The product is: [C:10]1([CH3:20])[CH:15]=[CH:14][C:13]([S:16]([N:3]2[CH2:8][CH2:7][C:6](=[O:9])[CH2:5][CH2:4]2)(=[O:18])=[O:17])=[CH:12][CH:11]=1. Given the reactants Cl.O.[NH:3]1[CH2:8][CH2:7][C:6](=[O:9])[CH2:5][CH2:4]1.[C:10]1([CH3:20])[CH:15]=[CH:14][C:13]([S:16](Cl)(=[O:18])=[O:17])=[CH:12][CH:11]=1.C(N(CC)CC)C, predict the reaction product. (3) Given the reactants [F:1][C:2]1[CH:7]=[CH:6][C:5]([N:8]2[CH:11]([C:12]3[CH:17]=[CH:16][C:15]([OH:18])=[CH:14][CH:13]=3)[CH:10]([CH2:19][CH2:20][CH:21]([C:23]3[CH:28]=[CH:27][C:26]([F:29])=[CH:25][CH:24]=3)[OH:22])[C:9]2=[O:30])=[CH:4][CH:3]=1.C(=O)([O-])[O-].[K+].[K+].[I:37][CH:38](I)[CH2:39][CH2:40][CH2:41][CH2:42][CH2:43][CH2:44][CH2:45][CH2:46][CH3:47], predict the reaction product. The product is: [F:1][C:2]1[CH:3]=[CH:4][C:5]([N:8]2[CH:11]([C:12]3[CH:13]=[CH:14][C:15]([O:18][CH2:47][CH2:46][CH2:45][CH2:44][CH2:43][CH2:42][CH2:41][CH2:40][CH2:39][CH2:38][I:37])=[CH:16][CH:17]=3)[CH:10]([CH2:19][CH2:20][CH:21]([C:23]3[CH:24]=[CH:25][C:26]([F:29])=[CH:27][CH:28]=3)[OH:22])[C:9]2=[O:30])=[CH:6][CH:7]=1. (4) The product is: [C:1]([Si:5]([CH3:24])([CH3:23])[O:6][C:7]1[C:8]([F:22])=[C:9]([C@H:14]([NH:15][S@@:16]([C:18]([CH3:21])([CH3:20])[CH3:19])=[O:17])[CH2:25][CH3:26])[CH:10]=[CH:11][C:12]=1[Cl:13])([CH3:4])([CH3:3])[CH3:2]. Given the reactants [C:1]([Si:5]([CH3:24])([CH3:23])[O:6][C:7]1[C:8]([F:22])=[C:9](/[CH:14]=[N:15]/[S@@:16]([C:18]([CH3:21])([CH3:20])[CH3:19])=[O:17])[CH:10]=[CH:11][C:12]=1[Cl:13])([CH3:4])([CH3:3])[CH3:2].[CH2:25]([Mg]Br)[CH3:26], predict the reaction product.